This data is from Forward reaction prediction with 1.9M reactions from USPTO patents (1976-2016). The task is: Predict the product of the given reaction. (1) The product is: [Cl:8][C:9]1[CH:14]=[C:13]([Cl:15])[CH:12]=[CH:11][C:10]=1[C@H:16]([NH:18][C:19]1[CH:20]=[C:21]([N:26]2[CH2:27][CH2:28][N:29]([C:32]([C@H:34]3[CH2:39][CH2:38][CH2:37][CH2:36][NH:35]3)=[O:33])[CH2:30][CH2:31]2)[CH:22]=[CH:23][C:24]=1[F:25])[CH3:17]. Given the reactants FC(F)(F)C(O)=O.[Cl:8][C:9]1[CH:14]=[C:13]([Cl:15])[CH:12]=[CH:11][C:10]=1[C@H:16]([NH:18][C:19]1[CH:20]=[C:21]([N:26]2[CH2:31][CH2:30][N:29]([C:32]([C@H:34]3[CH2:39][CH2:38][CH2:37][CH2:36][N:35]3C(OC(C)(C)C)=O)=[O:33])[CH2:28][CH2:27]2)[CH:22]=[CH:23][C:24]=1[F:25])[CH3:17], predict the reaction product. (2) Given the reactants Cl[C:2]1[C:3](=[O:14])[C:4]2[C:9]([C:10](=[O:13])[C:11]=1[Cl:12])=[CH:8][CH:7]=[CH:6][CH:5]=2.[N+:15]([C:18]1[CH:23]=[CH:22][CH:21]=[CH:20][C:19]=1[S:24]([NH2:27])(=[O:26])=[O:25])([O-:17])=[O:16].C(=O)([O-])[O-].[Cs+].[Cs+].C(O)(=O)CC(CC(O)=O)(C(O)=O)O, predict the reaction product. The product is: [Cl:12][C:11]1[C:10](=[O:13])[C:9]2[C:4](=[CH:5][CH:6]=[CH:7][CH:8]=2)[C:3](=[O:14])[C:2]=1[NH:27][S:24]([C:19]1[CH:20]=[CH:21][CH:22]=[CH:23][C:18]=1[N+:15]([O-:17])=[O:16])(=[O:26])=[O:25].